This data is from Reaction yield outcomes from USPTO patents with 853,638 reactions. The task is: Predict the reaction yield, written as a fraction of the theoretical maximum amount of product (1.0 means a 100% yield; for example, 0.34 means a 34% yield). (1) The yield is 0.746. The catalyst is CS(C)=O.[NH4+].[Cl-].[Cu]. The product is [CH3:30][C:26]1([CH3:31])[CH2:25][CH2:24][C:23]([CH3:32])([CH3:33])[C:22]2[CH:21]=[C:20]([C:18]([NH:17][C:14]3[CH:15]=[CH:16][C:11]([C:5]([F:7])([F:6])[C:4]([O:3][CH2:1][CH3:2])=[O:9])=[CH:12][CH:13]=3)=[O:19])[CH:29]=[CH:28][C:27]1=2. The reactants are [CH2:1]([O:3][C:4](=[O:9])[C:5](Br)([F:7])[F:6])[CH3:2].I[C:11]1[CH:16]=[CH:15][C:14]([NH:17][C:18]([C:20]2[CH:29]=[CH:28][C:27]3[C:26]([CH3:31])([CH3:30])[CH2:25][CH2:24][C:23]([CH3:33])([CH3:32])[C:22]=3[CH:21]=2)=[O:19])=[CH:13][CH:12]=1. (2) The catalyst is O1CCOCC1. The reactants are Cl.[CH2:2]([O:9][C:10]1[CH:15]=[CH:14][C:13]([C@@H:16]2[CH2:18][C@H:17]2[NH:19][CH2:20][C:21]2[O:25][C:24]([NH:26]C(=O)OC(C)(C)C)=[N:23][N:22]=2)=[CH:12][CH:11]=1)[C:3]1[CH:8]=[CH:7][CH:6]=[CH:5][CH:4]=1. The product is [CH2:2]([O:9][C:10]1[CH:11]=[CH:12][C:13]([C@@H:16]2[CH2:18][C@H:17]2[NH:19][CH2:20][C:21]2[O:25][C:24]([NH2:26])=[N:23][N:22]=2)=[CH:14][CH:15]=1)[C:3]1[CH:8]=[CH:7][CH:6]=[CH:5][CH:4]=1. The yield is 0.520. (3) The reactants are Br[CH2:2][CH2:3][CH2:4][O:5][C:6]1[CH:7]=[C:8]([CH2:12][C:13]([O:15][CH3:16])=[O:14])[CH:9]=[CH:10][CH:11]=1.[Cl:17][C:18]1[C:39]([C:40]([F:43])([F:42])[F:41])=[CH:38][CH:37]=[CH:36][C:19]=1[CH2:20][NH:21][CH2:22][CH:23]([C:30]1[CH:35]=[CH:34][CH:33]=[CH:32][CH:31]=1)[C:24]1[CH:29]=[CH:28][CH:27]=[CH:26][CH:25]=1.C(=O)([O-])[O-].[K+].[K+]. The catalyst is C(#N)C. The product is [Cl:17][C:18]1[C:39]([C:40]([F:41])([F:42])[F:43])=[CH:38][CH:37]=[CH:36][C:19]=1[CH2:20][N:21]([CH2:22][CH:23]([C:30]1[CH:35]=[CH:34][CH:33]=[CH:32][CH:31]=1)[C:24]1[CH:29]=[CH:28][CH:27]=[CH:26][CH:25]=1)[CH2:2][CH2:3][CH2:4][O:5][C:6]1[CH:7]=[C:8]([CH2:12][C:13]([O:15][CH3:16])=[O:14])[CH:9]=[CH:10][CH:11]=1. The yield is 0.810. (4) The reactants are [CH2:1](N(CC)CC)[CH3:2].Br[C:9]1[CH:20]=[CH:19][C:12]([C:13]([CH2:15][C:16](=[O:18])[CH3:17])=[O:14])=[CH:11][CH:10]=1.C=C.Cl. The catalyst is O.CCOCC.C([O-])(=O)C.[Pd+2].C([O-])(=O)C.C1(C)C=CC=CC=1P(C1C=CC=CC=1C)C1C=CC=CC=1C.CN(C)C=O. The product is [CH:1]([C:9]1[CH:20]=[CH:19][C:12]([C:13]([CH2:15][C:16](=[O:18])[CH3:17])=[O:14])=[CH:11][CH:10]=1)=[CH2:2]. The yield is 0.550.